This data is from Forward reaction prediction with 1.9M reactions from USPTO patents (1976-2016). The task is: Predict the product of the given reaction. Given the reactants Br[C:2]1[C:10]2[N:9]3[CH2:11][CH2:12][NH:13][C:14](=[O:15])[C:8]3=[C:7]([CH3:16])[C:6]=2[CH:5]=[C:4]([F:17])[CH:3]=1.[CH3:18][O:19][C:20]1[N:25]=[CH:24][C:23](B(O)O)=[CH:22][N:21]=1, predict the reaction product. The product is: [F:17][C:4]1[CH:3]=[C:2]([C:23]2[CH:22]=[N:21][C:20]([O:19][CH3:18])=[N:25][CH:24]=2)[C:10]2[N:9]3[CH2:11][CH2:12][NH:13][C:14](=[O:15])[C:8]3=[C:7]([CH3:16])[C:6]=2[CH:5]=1.